From a dataset of Full USPTO retrosynthesis dataset with 1.9M reactions from patents (1976-2016). Predict the reactants needed to synthesize the given product. (1) The reactants are: [OH:1][C:2]1[C:7]([CH3:8])=[C:6]([O:9][CH2:10][C:11]2[CH:16]=[CH:15][CH:14]=[CH:13][CH:12]=2)[CH:5]=[CH:4][C:3]=1[C:17](=[O:19])[CH3:18].[C:20](OCC)(=O)[C:21]([O:23]CC)=[O:22].C[O-].[Na+]. Given the product [CH3:8][C:7]1[C:2]2[O:1][C:20]([C:21]([OH:23])=[O:22])=[CH:18][C:17](=[O:19])[C:3]=2[CH:4]=[CH:5][C:6]=1[O:9][CH2:10][C:11]1[CH:12]=[CH:13][CH:14]=[CH:15][CH:16]=1, predict the reactants needed to synthesize it. (2) Given the product [CH:4]12[N:8]([C:9]([O:11][C:12]([CH3:15])([CH3:14])[CH3:13])=[O:10])[CH:7]([CH2:6][CH2:5]1)[CH2:2][CH:3]2[C:16]([O:18][CH2:19][CH3:22])=[O:17], predict the reactants needed to synthesize it. The reactants are: Br[C:2]1[CH:7]2[N:8]([C:9]([O:11][C:12]([CH3:15])([CH3:14])[CH3:13])=[O:10])[CH:4]([CH:5]=[CH:6]2)[C:3]=1[C:16]([O:18][CH3:19])=[O:17].[H][H].[C:22](OCC)(=O)C.CCCCCC. (3) Given the product [Br:1][C:2]1[CH:7]=[CH:6][C:5]([C:14]2([OH:19])[CH2:16][CH2:17][CH2:18]2)=[CH:4][CH:3]=1, predict the reactants needed to synthesize it. The reactants are: [Br:1][C:2]1[CH:7]=[CH:6][C:5](I)=[CH:4][CH:3]=1.C([Li])CCC.[C:14]1(=[O:19])[CH2:18][CH2:17][CH2:16]C1. (4) Given the product [Br:1][C:2]1[C:14]2[C:13]3[C:8](=[CH:9][CH:10]=[CH:11][CH:12]=3)[CH2:7][C:6]=2[CH:5]=[CH:4][CH:3]=1, predict the reactants needed to synthesize it. The reactants are: [Br:1][C:2]1[C:14]2[C:13]3[C:8](=[CH:9][C:10](C(C)(C)C)=[CH:11][CH:12]=3)[CH2:7][C:6]=2[CH:5]=[C:4](C(C)(C)C)[CH:3]=1.[Al+3].[Cl-].[Cl-].[Cl-]. (5) Given the product [Cl:1][C:2]1[C:3]([C:9](=[N:22][OH:23])[C@@H:10]([NH:12][C:13](=[O:19])[O:14][C:15]([CH3:18])([CH3:17])[CH3:16])[CH3:11])=[N:4][CH:5]=[C:6]([Cl:8])[CH:7]=1, predict the reactants needed to synthesize it. The reactants are: [Cl:1][C:2]1[C:3]([C:9](=O)[C@@H:10]([NH:12][C:13](=[O:19])[O:14][C:15]([CH3:18])([CH3:17])[CH3:16])[CH3:11])=[N:4][CH:5]=[C:6]([Cl:8])[CH:7]=1.Cl.[NH2:22][OH:23].N1C=CC=CC=1. (6) The reactants are: Cl.[NH:2]1[CH2:7][CH2:6][C:5](=[O:8])[CH2:4][CH2:3]1.C[O-].[Na+].C(=O)([O-])[O-].[K+].[K+].F[C:19]1[CH:24]=[CH:23][C:22]([N+:25]([O-:27])=[O:26])=[CH:21][CH:20]=1. Given the product [N+:25]([C:22]1[CH:23]=[CH:24][C:19]([N:2]2[CH2:7][CH2:6][C:5](=[O:8])[CH2:4][CH2:3]2)=[CH:20][CH:21]=1)([O-:27])=[O:26], predict the reactants needed to synthesize it. (7) Given the product [Cl:8][C:7]1[CH:6]=[CH:5][C:4]([C:9]2[N:13]=[C:12]([C:14]3[S:15][CH:16]=[CH:17][C:18]=3[Cl:19])[O:11][N:10]=2)=[CH:3][C:2]=1[NH:1][C:29](=[O:30])[CH2:28][N:36]1[CH2:37][CH2:38][N:33]([CH3:32])[CH2:34][CH2:35]1, predict the reactants needed to synthesize it. The reactants are: [NH2:1][C:2]1[CH:3]=[C:4]([C:9]2[N:13]=[C:12]([C:14]3[S:15][CH:16]=[CH:17][C:18]=3[Cl:19])[O:11][N:10]=2)[CH:5]=[CH:6][C:7]=1[Cl:8].C(N(CC)CC)C.Br[CH2:28][C:29](Br)=[O:30].[CH3:32][N:33]1[CH2:38][CH2:37][NH:36][CH2:35][CH2:34]1. (8) The reactants are: [NH2:1][C:2]([C@@H:4]1[CH2:8][CH2:7][C@H:6]([C:9]2[CH:14]=[CH:13][C:12]([O:15][CH2:16][C:17]3[CH:22]=[CH:21][CH:20]=[CH:19][CH:18]=3)=[CH:11][CH:10]=2)[N:5]1C(OC(C)(C)C)=O)=[O:3].C([Cl:33])(=O)C. Given the product [ClH:33].[C:17]1([CH2:16][O:15][C:12]2[CH:13]=[CH:14][C:9]([C@@H:6]3[NH:5][C@H:4]([C:2]([NH2:1])=[O:3])[CH2:8][CH2:7]3)=[CH:10][CH:11]=2)[CH:18]=[CH:19][CH:20]=[CH:21][CH:22]=1, predict the reactants needed to synthesize it. (9) Given the product [S:1]1[C:8]2[CH:7]=[C:6]([C:9]([O:11][CH3:12])=[O:10])[NH:5][C:4]=2[CH:3]=[CH:2]1, predict the reactants needed to synthesize it. The reactants are: [S:1]1[C:8]2[CH:7]=[C:6]([C:9]([OH:11])=[O:10])[NH:5][C:4]=2[CH:3]=[CH:2]1.[CH3:12][Si](C=[N+]=[N-])(C)C. (10) Given the product [Cl:1][C:2]1[C:10]2[O:9][CH2:8][O:7][C:6]=2[CH:5]=[CH:4][C:3]=1[C:11]([OH:13])=[O:12], predict the reactants needed to synthesize it. The reactants are: [Cl:1][C:2]1[C:10]2[O:9][CH2:8][O:7][C:6]=2[CH:5]=[CH:4][C:3]=1[C:11]([O:13]C)=[O:12].C1COCC1.O[Li].O.Cl.